This data is from NCI-60 drug combinations with 297,098 pairs across 59 cell lines. The task is: Regression. Given two drug SMILES strings and cell line genomic features, predict the synergy score measuring deviation from expected non-interaction effect. (1) Drug 1: C1CN1P(=S)(N2CC2)N3CC3. Drug 2: C1=NC(=NC(=O)N1C2C(C(C(O2)CO)O)O)N. Cell line: CCRF-CEM. Synergy scores: CSS=62.0, Synergy_ZIP=-9.16, Synergy_Bliss=-3.38, Synergy_Loewe=-9.47, Synergy_HSA=-6.25. (2) Drug 1: CC1C(C(CC(O1)OC2CC(OC(C2O)C)OC3=CC4=CC5=C(C(=O)C(C(C5)C(C(=O)C(C(C)O)O)OC)OC6CC(C(C(O6)C)O)OC7CC(C(C(O7)C)O)OC8CC(C(C(O8)C)O)(C)O)C(=C4C(=C3C)O)O)O)O. Drug 2: CC1=C(C=C(C=C1)C(=O)NC2=CC(=CC(=C2)C(F)(F)F)N3C=C(N=C3)C)NC4=NC=CC(=N4)C5=CN=CC=C5. Cell line: SK-OV-3. Synergy scores: CSS=13.0, Synergy_ZIP=1.01, Synergy_Bliss=1.77, Synergy_Loewe=-18.5, Synergy_HSA=0.998.